From a dataset of Full USPTO retrosynthesis dataset with 1.9M reactions from patents (1976-2016). Predict the reactants needed to synthesize the given product. (1) Given the product [CH2:5]([O:4][CH2:1][CH2:2][CH2:3][S:13][CH2:14][CH2:15][CH2:16][OH:17])[CH2:6][C:7]1[CH:8]=[CH:9][CH:10]=[CH:11][CH:12]=1, predict the reactants needed to synthesize it. The reactants are: [CH2:1]([O:4][CH2:5][CH2:6][C:7]1[CH:12]=[CH:11][CH:10]=[CH:9][CH:8]=1)[CH:2]=[CH2:3].[SH:13][CH2:14][CH2:15][CH2:16][OH:17]. (2) Given the product [Br:5][C:6]1[C:13]([N+:1]([O-:4])=[O:2])=[CH:12][C:9]([CH:10]=[O:11])=[C:8]([F:14])[CH:7]=1, predict the reactants needed to synthesize it. The reactants are: [N+:1]([O-:4])(O)=[O:2].[Br:5][C:6]1[CH:13]=[CH:12][C:9]([CH:10]=[O:11])=[C:8]([F:14])[CH:7]=1. (3) Given the product [CH:43]1([C:46]2[N:50]=[CH:49][N:48]([C@@H:51]3[CH2:55][C@H:54]([C:56]4[N:60]5[C:61]6[CH:67]=[CH:66][NH:65][C:62]=6[N:63]=[CH:64][C:59]5=[N:58][N:57]=4)[C@H:53]([CH2:76][CH3:77])[CH2:52]3)[N:47]=2)[CH2:45][CH2:44]1.[CH:78]1([C:81]2[N:85]([C@@H:86]3[CH2:90][C@H:89]([C:91]4[N:95]5[C:96]6[CH:102]=[CH:101][NH:100][C:97]=6[N:98]=[CH:99][C:94]5=[N:93][N:92]=4)[C@H:88]([CH2:111][CH3:112])[CH2:87]3)[N:84]=[CH:83][N:82]=2)[CH2:80][CH2:79]1, predict the reactants needed to synthesize it. The reactants are: C1(C2N=CNN=2)CC1.[H-].[Na+].CS(OC1CC(C2N3C4C=CN(COCC[Si](C)(C)C)C=4N=CC3=NN=2)C(CC)C1)(=O)=O.[CH:43]1([C:46]2[N:50]=[CH:49][N:48]([CH:51]3[CH2:55][CH:54]([C:56]4[N:60]5[C:61]6[CH:67]=[CH:66][N:65](COCC[Si](C)(C)C)[C:62]=6[N:63]=[CH:64][C:59]5=[N:58][N:57]=4)[CH:53]([CH2:76][CH3:77])[CH2:52]3)[N:47]=2)[CH2:45][CH2:44]1.[CH:78]1([C:81]2[N:85]([CH:86]3[CH2:90][CH:89]([C:91]4[N:95]5[C:96]6[CH:102]=[CH:101][N:100](COCC[Si](C)(C)C)[C:97]=6[N:98]=[CH:99][C:94]5=[N:93][N:92]=4)[CH:88]([CH2:111][CH3:112])[CH2:87]3)[N:84]=[CH:83][N:82]=2)[CH2:80][CH2:79]1.FC(F)(F)C(O)=O. (4) Given the product [NH2:8][CH2:9][C:10]1[CH:15]=[CH:14][CH:13]=[CH:12][C:11]=1[CH2:16][C@@H:17]([O:23][C:24]1[C:25]2[C:32]([C:33]3[CH:38]=[CH:37][C:36]([O:39][CH2:40][CH2:41][N:42]4[CH2:47][CH2:46][N:45]([CH3:48])[CH2:44][CH2:43]4)=[C:35]([Cl:49])[C:34]=3[CH3:50])=[C:31]([C:51]3[O:52][CH:53]=[CH:54][CH:55]=3)[S:30][C:26]=2[N:27]=[CH:28][N:29]=1)[C:18]([O:20][CH2:21][CH3:22])=[O:19], predict the reactants needed to synthesize it. The reactants are: C(OC([NH:8][CH2:9][C:10]1[CH:15]=[CH:14][CH:13]=[CH:12][C:11]=1[CH2:16][C@@H:17]([O:23][C:24]1[C:25]2[C:32]([C:33]3[CH:38]=[CH:37][C:36]([O:39][CH2:40][CH2:41][N:42]4[CH2:47][CH2:46][N:45]([CH3:48])[CH2:44][CH2:43]4)=[C:35]([Cl:49])[C:34]=3[CH3:50])=[C:31]([C:51]3[O:52][CH:53]=[CH:54][CH:55]=3)[S:30][C:26]=2[N:27]=[CH:28][N:29]=1)[C:18]([O:20][CH2:21][CH3:22])=[O:19])=O)(C)(C)C.C(O)(C(F)(F)F)=O. (5) Given the product [NH2:33][C:34]1[CH:39]=[CH:38][CH:37]=[CH:36][C:35]=1[C:28]1[CH:29]=[CH:30][C:25]([CH2:24][NH:23][C:11]2[N:10]=[C:9]([NH:8][CH:5]3[CH2:6][CH2:7][CH:2]([NH2:1])[CH2:3][CH2:4]3)[N:17]=[C:16]3[C:12]=2[N:13]=[CH:14][N:15]3[CH:18]2[CH2:22][CH2:21][CH2:20][CH2:19]2)=[CH:26][CH:27]=1, predict the reactants needed to synthesize it. The reactants are: [NH2:1][CH:2]1[CH2:7][CH2:6][CH:5]([NH:8][C:9]2[N:17]=[C:16]3[C:12]([N:13]=[CH:14][N:15]3[CH:18]3[CH2:22][CH2:21][CH2:20][CH2:19]3)=[C:11]([NH:23][CH2:24][C:25]3[CH:30]=[CH:29][C:28](Br)=[CH:27][CH:26]=3)[N:10]=2)[CH2:4][CH2:3]1.Cl.[NH2:33][C:34]1[CH:39]=[CH:38][CH:37]=[CH:36][C:35]=1B(O)O.C1(P(C2C=CC=CC=2)C2C=CC=CC=2)C=CC=CC=1.C(=O)([O-])[O-].[Na+].[Na+]. (6) Given the product [Cl:25][C:22]1[CH:23]=[CH:24][C:19]([C:18]([C:15]2[CH:16]=[C:17]3[C:12](=[N:13][CH:14]=2)[N:11]([CH3:27])[C:10](=[O:28])[CH:9]=[C:8]3[C:4]2[CH:5]=[CH:6][CH:7]=[C:2]([C:34]#[C:33][Si:29]([CH3:32])([CH3:31])[CH3:30])[CH:3]=2)=[O:26])=[CH:20][CH:21]=1, predict the reactants needed to synthesize it. The reactants are: Br[C:2]1[CH:3]=[C:4]([C:8]2[C:17]3[C:12](=[N:13][CH:14]=[C:15]([C:18](=[O:26])[C:19]4[CH:24]=[CH:23][C:22]([Cl:25])=[CH:21][CH:20]=4)[CH:16]=3)[N:11]([CH3:27])[C:10](=[O:28])[CH:9]=2)[CH:5]=[CH:6][CH:7]=1.[Si:29]([C:33]#[CH:34])([CH3:32])([CH3:31])[CH3:30]. (7) Given the product [CH3:27][O:26][C:24](=[O:25])[CH2:23][CH2:22][C:21]1[C:10]([C:7]2[CH:6]=[CH:5][C:4]([N+:1]([O-:3])=[O:2])=[CH:9][CH:8]=2)=[C:11]([NH2:12])[N:30]=[C:31]([NH2:33])[N:32]=1, predict the reactants needed to synthesize it. The reactants are: [N+:1]([C:4]1[CH:9]=[CH:8][C:7]([CH2:10][C:11]#[N:12])=[CH:6][CH:5]=1)([O-:3])=[O:2].C(N(CC)CC)C.Cl[C:21](=O)[CH2:22][CH2:23][C:24]([O:26][CH3:27])=[O:25].Cl.[NH2:30][C:31]([NH2:33])=[NH:32].C[O-].[Na+].[Cl-].[K+]. (8) Given the product [CH3:12][C:6]1([CH3:13])[NH:5][C:4]2[CH:3]=[C:2]([C:20]3[CH:21]=[CH:22][N:23]=[C:18]([S:15]([CH3:14])(=[O:17])=[O:16])[N:19]=3)[S:10][C:9]=2[C:8](=[O:11])[NH:7]1, predict the reactants needed to synthesize it. The reactants are: Br[C:2]1[S:10][C:9]2[C:8](=[O:11])[NH:7][C:6]([CH3:13])([CH3:12])[NH:5][C:4]=2[CH:3]=1.[CH3:14][S:15]([C:18]1[N:23]=[C:22]([Sn](CCCC)(CCCC)CCCC)[CH:21]=[CH:20][N:19]=1)(=[O:17])=[O:16]. (9) Given the product [F:14][C:15]1[CH:22]=[CH:21][C:18](/[CH:19]=[CH:13]/[N+:10]([O-:12])=[O:11])=[CH:17][CH:16]=1, predict the reactants needed to synthesize it. The reactants are: C(O)(=O)C.C([O-])(=O)C.[NH4+].[N+:10]([CH3:13])([O-:12])=[O:11].[F:14][C:15]1[CH:22]=[CH:21][C:18]([CH:19]=O)=[CH:17][CH:16]=1.